This data is from Experimental lipophilicity measurements (octanol/water distribution) for 4,200 compounds from AstraZeneca. The task is: Regression/Classification. Given a drug SMILES string, predict its absorption, distribution, metabolism, or excretion properties. Task type varies by dataset: regression for continuous measurements (e.g., permeability, clearance, half-life) or binary classification for categorical outcomes (e.g., BBB penetration, CYP inhibition). For this dataset (lipophilicity_astrazeneca), we predict Y. The drug is COc1ccc(C)c(NC(=O)CC23CC4CC(CC(C4)C2)C3)c1. The Y is 3.96 logD.